From a dataset of Reaction yield outcomes from USPTO patents with 853,638 reactions. Predict the reaction yield, written as a fraction of the theoretical maximum amount of product (1.0 means a 100% yield; for example, 0.34 means a 34% yield). The reactants are [CH3:1][O:2][C:3]1[CH:4]=[C:5]([C:12]2[O:13][CH:14]([CH3:21])[CH:15]([C:17]([O:19][CH3:20])=[O:18])[N:16]=2)[CH:6]=[CH:7][C:8]=1[N+:9]([O-:11])=[O:10].BrN1C(=O)CCC1=O. The yield is 0.510. The catalyst is C1C=CC=CC=1. The product is [CH3:1][O:2][C:3]1[CH:4]=[C:5]([C:12]2[O:13][C:14]([CH3:21])=[C:15]([C:17]([O:19][CH3:20])=[O:18])[N:16]=2)[CH:6]=[CH:7][C:8]=1[N+:9]([O-:11])=[O:10].